Dataset: Reaction yield outcomes from USPTO patents with 853,638 reactions. Task: Predict the reaction yield, written as a fraction of the theoretical maximum amount of product (1.0 means a 100% yield; for example, 0.34 means a 34% yield). The reactants are [NH2:1][CH2:2][CH2:3][CH2:4][CH2:5][S:6]([NH:9][CH3:10])(=[O:8])=[O:7].[CH3:11][C:12]([O:15][C:16](O[C:16]([O:15][C:12]([CH3:14])([CH3:13])[CH3:11])=[O:17])=[O:17])([CH3:14])[CH3:13]. The catalyst is ClCCl. The product is [CH3:10][NH:9][S:6]([CH2:5][CH2:4][CH2:3][CH2:2][NH:1][C:16](=[O:17])[O:15][C:12]([CH3:14])([CH3:13])[CH3:11])(=[O:8])=[O:7]. The yield is 0.620.